This data is from hERG potassium channel inhibition data for cardiac toxicity prediction from Karim et al.. The task is: Regression/Classification. Given a drug SMILES string, predict its toxicity properties. Task type varies by dataset: regression for continuous values (e.g., LD50, hERG inhibition percentage) or binary classification for toxic/non-toxic outcomes (e.g., AMES mutagenicity, cardiotoxicity, hepatotoxicity). Dataset: herg_karim. (1) The compound is Cn1c(-c2ccc(OC3CCN(C4CCCC4)CC3)cc2)nc2ccccc2c1=O. The result is 1 (blocker). (2) The compound is CC(Oc1ccc2nc(N)n(CC(O)c3ccc(C(F)(F)F)cc3Cl)c2n1)C(F)(F)F. The result is 0 (non-blocker). (3) The drug is COCCOC#Cc1cc(-c2n[nH]c3c2Cc2ccc(Cn4cncn4)cc2-3)cs1. The result is 0 (non-blocker). (4) The compound is O=C(NCc1ccccc1)c1cc(Cl)ccc1NS(=O)(=O)c1ccc(Cl)cc1. The result is 1 (blocker). (5) The molecule is Cc1nc2c(s1)[C@@](c1ccccc1)(c1cccc(-c3cncnc3)c1)N=C2N. The result is 1 (blocker).